From a dataset of Kir2.1 potassium channel HTS with 301,493 compounds. Binary Classification. Given a drug SMILES string, predict its activity (active/inactive) in a high-throughput screening assay against a specified biological target. (1) The compound is O=C(Nc1c(cccc1)C(=O)C)CCNC(=O)c1occc1. The result is 0 (inactive). (2) The molecule is Clc1cc(C(=O)NCC(OCC(=O)c2c(n(c(c2)C)Cc2occc2)C)=O)ccc1Cl. The result is 0 (inactive). (3) The molecule is O1CCN(CCCNC(=O)CCc2c(c3c(oc2=O)cc2oc(c(c2c3)C)C)C)CC1. The result is 0 (inactive). (4) The drug is O(c1c(C(=O)NCC(=O)NNc2ncnc(N)c2[N+]([O-])=O)cccc1)C. The result is 0 (inactive). (5) The drug is Brc1cc(c2nn(cc2C(=O)NN2CCN(CC2)C)c2ccccc2)ccc1. The result is 0 (inactive).